Dataset: Reaction yield outcomes from USPTO patents with 853,638 reactions. Task: Predict the reaction yield, written as a fraction of the theoretical maximum amount of product (1.0 means a 100% yield; for example, 0.34 means a 34% yield). (1) The reactants are [Br:1][C:2]1[CH:3]=[C:4]([Cl:27])[C:5]([CH:8]2[CH2:13][CH:12]([S:14]([C:17]3[CH:22]=[CH:21][CH:20]=[C:19]([C:23]([F:26])([F:25])[F:24])[CH:18]=3)(=[O:16])=[O:15])[CH2:11][CH2:10][O:9]2)=[N:6][CH:7]=1.[CH3:28]C([O-])(C)C.[K+].C1OCCOCCOCCOCCOCCOC1. The catalyst is C1COCC1.O. The product is [Br:1][C:2]1[CH:3]=[C:4]([Cl:27])[C:5]([CH:8]2[CH2:13][C:12]([CH3:28])([S:14]([C:17]3[CH:22]=[CH:21][CH:20]=[C:19]([C:23]([F:24])([F:25])[F:26])[CH:18]=3)(=[O:16])=[O:15])[CH2:11][CH2:10][O:9]2)=[N:6][CH:7]=1. The yield is 0.740. (2) The reactants are Br[C:2]1[N:6]([S:7]([C:10]2[CH:15]=[CH:14][CH:13]=[CH:12][CH:11]=2)(=[O:9])=[O:8])[CH:5]=[C:4]([C:16]([O:18][CH3:19])=[O:17])[C:3]=1[CH3:20].[C:21]1(B(O)O)[CH:26]=[CH:25][CH:24]=[CH:23][CH:22]=1.C(=O)([O-])[O-].[Na+].[Na+]. The catalyst is COCCOC.C1C=CC([P]([Pd]([P](C2C=CC=CC=2)(C2C=CC=CC=2)C2C=CC=CC=2)([P](C2C=CC=CC=2)(C2C=CC=CC=2)C2C=CC=CC=2)[P](C2C=CC=CC=2)(C2C=CC=CC=2)C2C=CC=CC=2)(C2C=CC=CC=2)C2C=CC=CC=2)=CC=1. The product is [CH3:20][C:3]1[C:4]([C:16]([O:18][CH3:19])=[O:17])=[CH:5][N:6]([S:7]([C:10]2[CH:15]=[CH:14][CH:13]=[CH:12][CH:11]=2)(=[O:9])=[O:8])[C:2]=1[C:21]1[CH:26]=[CH:25][CH:24]=[CH:23][CH:22]=1. The yield is 0.870. (3) The reactants are C([O:3][C:4]([C:6]1[CH:32]=[CH:31][C:9]([O:10][CH2:11][C:12]2[CH:17]=[CH:16][C:15]([CH:18]3[CH2:23][CH2:22][N:21]([C:24]([O:26][C:27]([CH3:30])([CH3:29])[CH3:28])=[O:25])[CH2:20][CH2:19]3)=[CH:14][N:13]=2)=[CH:8][C:7]=1[F:33])=[O:5])C.O.[OH-].[Li+].Cl. The catalyst is C(O)C.O. The product is [C:4]([C:6]1[CH:32]=[CH:31][C:9]([O:10][CH2:11][C:12]2[CH:17]=[CH:16][C:15]([CH:18]3[CH2:23][CH2:22][N:21]([C:24]([O:26][C:27]([CH3:28])([CH3:29])[CH3:30])=[O:25])[CH2:20][CH2:19]3)=[CH:14][N:13]=2)=[CH:8][C:7]=1[F:33])([OH:5])=[O:3]. The yield is 1.00. (4) The reactants are [CH3:1][O:2][C:3]1[CH:4]=[C:5]2[C:10](=[CH:11][C:12]=1[O:13][CH3:14])[N:9]=[CH:8][CH:7]=[C:6]2[O:15][C:16]1[CH:22]=[CH:21][C:19]([NH2:20])=[CH:18][CH:17]=1.Cl[C:24](Cl)([O:26]C(=O)OC(Cl)(Cl)Cl)Cl.[O:35]1[CH2:40][CH2:39][N:38]([CH2:41][CH2:42][CH:43]([OH:47])[CH2:44][CH2:45][CH3:46])[CH2:37][CH2:36]1.C(=O)(O)[O-].[Na+]. The catalyst is C(Cl)Cl.C(N(CC)CC)C.C1(C)C=CC=CC=1. The product is [CH3:1][O:2][C:3]1[CH:4]=[C:5]2[C:10](=[CH:11][C:12]=1[O:13][CH3:14])[N:9]=[CH:8][CH:7]=[C:6]2[O:15][C:16]1[CH:22]=[CH:21][C:19]([NH:20][C:24](=[O:26])[O:47][CH:43]([CH2:42][CH2:41][N:38]2[CH2:39][CH2:40][O:35][CH2:36][CH2:37]2)[CH2:44][CH2:45][CH3:46])=[CH:18][CH:17]=1. The yield is 0.810. (5) The reactants are [CH3:1][O:2][CH:3]1[CH2:6][N:5]([C:7]([C:9]2[CH:10]=[C:11]3[C:16](=[CH:17][CH:18]=2)[CH:15]=[N+:14]([O-])[CH:13]=[C:12]3[C:20]2[CH:25]=[CH:24][C:23]([C:26]3[CH:27]=[N:28][N:29]([CH3:31])[CH:30]=3)=[CH:22][CH:21]=2)=[O:8])[CH2:4]1.[N:32]1C=CC=CC=1.[Cl-].C(CN)O. The catalyst is O.C(OCC)(=O)C. The product is [NH2:32][C:15]1[C:16]2[C:11](=[CH:10][C:9]([C:7]([N:5]3[CH2:6][CH:3]([O:2][CH3:1])[CH2:4]3)=[O:8])=[CH:18][CH:17]=2)[C:12]([C:20]2[CH:25]=[CH:24][C:23]([C:26]3[CH:27]=[N:28][N:29]([CH3:31])[CH:30]=3)=[CH:22][CH:21]=2)=[CH:13][N:14]=1. The yield is 0.770. (6) The reactants are [I:1][C:2]1[C:6]([C:7]([O:9]CC)=[O:8])=[CH:5][N:4]([CH:12]2[CH2:17][CH2:16][CH2:15][CH2:14][O:13]2)[N:3]=1.[Li+].[OH-]. The catalyst is C1COCC1.CO.O. The product is [I:1][C:2]1[C:6]([C:7]([OH:9])=[O:8])=[CH:5][N:4]([CH:12]2[CH2:17][CH2:16][CH2:15][CH2:14][O:13]2)[N:3]=1. The yield is 0.960.